Dataset: Forward reaction prediction with 1.9M reactions from USPTO patents (1976-2016). Task: Predict the product of the given reaction. (1) Given the reactants [F:1][C:2]1[CH:3]=[C:4]([CH:39]=[C:40]([F:42])[CH:41]=1)[CH2:5][N:6]([CH2:29][CH:30]([C:32]1[C:36]([CH3:37])=[CH:35][S:34][C:33]=1[CH3:38])[OH:31])[C:7]([C:9]1[CH:10]=[N:11][N:12]([C@H:18]2[CH2:23][CH2:22][C@H:21]([C:24]([O:26][CH2:27][CH3:28])=[O:25])[CH2:20][CH2:19]2)[C:13]=1[C:14]([F:17])([F:16])[F:15])=[O:8].CC(OI1(OC(C)=O)(OC(C)=O)OC(=O)C2C=CC=CC1=2)=O, predict the reaction product. The product is: [F:42][C:40]1[CH:39]=[C:4]([CH:3]=[C:2]([F:1])[CH:41]=1)[CH2:5][N:6]([CH2:29][C:30]([C:32]1[C:36]([CH3:37])=[CH:35][S:34][C:33]=1[CH3:38])=[O:31])[C:7]([C:9]1[CH:10]=[N:11][N:12]([C@H:18]2[CH2:19][CH2:20][C@H:21]([C:24]([O:26][CH2:27][CH3:28])=[O:25])[CH2:22][CH2:23]2)[C:13]=1[C:14]([F:15])([F:17])[F:16])=[O:8]. (2) Given the reactants [CH3:1][C:2]1[C:6]([C:7]2[CH:16]=[C:15]3[C:10]([C:11]([NH:20][CH:21]([CH3:25])[CH2:22][O:23][CH3:24])=[C:12]([N+:17]([O-])=O)[CH:13]=[N:14]3)=[CH:9][C:8]=2[O:26][CH3:27])=[C:5]([CH3:28])[O:4][N:3]=1, predict the reaction product. The product is: [CH3:1][C:2]1[C:6]([C:7]2[CH:16]=[C:15]3[C:10]([C:11]([NH:20][CH:21]([CH3:25])[CH2:22][O:23][CH3:24])=[C:12]([NH2:17])[CH:13]=[N:14]3)=[CH:9][C:8]=2[O:26][CH3:27])=[C:5]([CH3:28])[O:4][N:3]=1. (3) The product is: [C:37]([NH2:35])(=[O:38])[C:8]1[CH:7]=[CH:9][CH:21]=[CH:20][CH:19]=1. Given the reactants CCN([CH:7]([CH3:9])[CH3:8])C(C)C.CN(C(ON1N=N[C:20]2[CH:21]=CC=N[C:19]1=2)=[N+](C)C)C.F[P-](F)(F)(F)(F)F.C[N:35]([CH:37]=[O:38])C, predict the reaction product.